Dataset: Catalyst prediction with 721,799 reactions and 888 catalyst types from USPTO. Task: Predict which catalyst facilitates the given reaction. Reactant: CC([O-])(C)C.[K+].[CH3:7][C:8]1[NH:12][N:11]=[C:10]([C:13]2[O:17][N:16]=[C:15]([C:18]3[CH:23]=[CH:22][C:21]([C:24]4([C:27]([F:30])([F:29])[F:28])[CH2:26][CH2:25]4)=[CH:20][CH:19]=3)[N:14]=2)[CH:9]=1.CS(O[CH2:36][C:37]1[CH:38]=[N:39][C:40]([Cl:43])=[CH:41][CH:42]=1)(=O)=O.O. Product: [Cl:43][C:40]1[CH:41]=[CH:42][C:37]([CH2:36][N:12]2[C:8]([CH3:7])=[CH:9][C:10]([C:13]3[O:17][N:16]=[C:15]([C:18]4[CH:19]=[CH:20][C:21]([C:24]5([C:27]([F:28])([F:30])[F:29])[CH2:26][CH2:25]5)=[CH:22][CH:23]=4)[N:14]=3)=[N:11]2)=[CH:38][N:39]=1. The catalyst class is: 56.